Dataset: Catalyst prediction with 721,799 reactions and 888 catalyst types from USPTO. Task: Predict which catalyst facilitates the given reaction. (1) Reactant: [Br:1][C:2]1[CH:3]=[C:4]2[CH:10]=[N:9][NH:8][C:5]2=[N:6][CH:7]=1.[C:11](O[C:11]([O:13][C:14]([CH3:17])([CH3:16])[CH3:15])=[O:12])([O:13][C:14]([CH3:17])([CH3:16])[CH3:15])=[O:12].C(N(CC)CC)C. Product: [Br:1][C:2]1[CH:3]=[C:4]2[CH:10]=[N:9][N:8]([C:11]([O:13][C:14]([CH3:17])([CH3:16])[CH3:15])=[O:12])[C:5]2=[N:6][CH:7]=1. The catalyst class is: 594. (2) Reactant: [C:1]([C:4]1([C:7]2[CH:41]=[CH:40][CH:39]=[CH:38][C:8]=2[CH2:9][CH2:10][C:11]2[C:16]([C:17]([F:20])([F:19])[F:18])=[CH:15][N:14]=[C:13]([NH:21][C:22]3[CH:27]=[CH:26][C:25]([CH:28]([NH:30]C(=O)OC(C)(C)C)[CH3:29])=[CH:24][CH:23]=3)[N:12]=2)[CH2:6][CH2:5]1)(=[O:3])[NH2:2].FC(F)(F)C(O)=O. Product: [NH2:30][CH:28]([C:25]1[CH:24]=[CH:23][C:22]([NH:21][C:13]2[N:12]=[C:11]([CH2:10][CH2:9][C:8]3[CH:38]=[CH:39][CH:40]=[CH:41][C:7]=3[C:4]3([C:1]([NH2:2])=[O:3])[CH2:5][CH2:6]3)[C:16]([C:17]([F:19])([F:20])[F:18])=[CH:15][N:14]=2)=[CH:27][CH:26]=1)[CH3:29]. The catalyst class is: 2. (3) Reactant: [Li+].[CH3:2]C([N-]C(C)C)C.CCCCCCC.C1COCC1.C(C1C=CC=CC=1)C.[Br:29][C:30]1[CH:35]=[CH:34][C:33]([CH2:36][C:37]([O:39][CH2:40][CH3:41])=[O:38])=[CH:32][CH:31]=1.CI.[NH4+].[Cl-]. Product: [Br:29][C:30]1[CH:31]=[CH:32][C:33]([CH:36]([CH3:2])[C:37]([O:39][CH2:40][CH3:41])=[O:38])=[CH:34][CH:35]=1. The catalyst class is: 1. (4) Reactant: [NH2:1][C:2]1[N:7]=[C:6]([S:8]([CH3:10])=O)[C:5]([C:11]#[N:12])=[C:4]([C:13]2[O:14][CH:15]=[C:16]([CH3:18])[CH:17]=2)[N:3]=1.[N:19]1[CH:24]=[CH:23][CH:22]=[CH:21][C:20]=1[CH2:25]CS.C1CCN2C(=NCCC2)CC1. Product: [NH2:1][C:2]1[N:3]=[C:4]([C:13]2[O:14][CH:15]=[C:16]([CH3:18])[CH:17]=2)[C:5]([C:11]#[N:12])=[C:6]([S:8][CH2:10][CH2:25][C:20]2[CH:21]=[CH:22][CH:23]=[CH:24][N:19]=2)[N:7]=1. The catalyst class is: 57. (5) Reactant: [Cl:1][C:2]1[CH:7]=[C:6]([C:8]#[N:9])[CH:5]=[CH:4][C:3]=1[S:10](Cl)(=[O:12])=[O:11].[NH:14]1[CH2:18][CH2:17][CH2:16][CH2:15]1.Cl. Product: [Cl:1][C:2]1[CH:7]=[C:6]([CH:5]=[CH:4][C:3]=1[S:10]([N:14]1[CH2:18][CH2:17][CH2:16][CH2:15]1)(=[O:12])=[O:11])[C:8]#[N:9]. The catalyst class is: 17. (6) The catalyst class is: 44. Product: [Cl:1][C:2]1[CH:10]=[C:9]([C:11]2[CH:16]=[CH:15][N:14]=[CH:13][CH:12]=2)[CH:8]=[CH:7][C:3]=1[C:4]([NH:56][C@@H:54]([C:48]1[CH:53]=[CH:52][CH:51]=[CH:50][CH:49]=1)[CH3:55])=[O:6]. Reactant: [Cl:1][C:2]1[CH:10]=[C:9]([C:11]2[CH:16]=[CH:15][N:14]=[CH:13][CH:12]=2)[CH:8]=[CH:7][C:3]=1[C:4]([OH:6])=O.CN(C(ON1N=NC2C=CC=NC1=2)=[N+](C)C)C.F[P-](F)(F)(F)(F)F.C(N(CC)CC)C.[C:48]1([C@H:54]([NH2:56])[CH3:55])[CH:53]=[CH:52][CH:51]=[CH:50][CH:49]=1. (7) Reactant: [C:1]1([C:7]#[CH:8])[CH:6]=[CH:5][CH:4]=[CH:3][CH:2]=1.[Li]CCCC.[CH:14]([C@@H:16]1[N:20]([CH3:21])[C:19](=[O:22])[CH2:18][C@@H:17]1[C:23]1[CH:28]=[CH:27][CH:26]=[CH:25][CH:24]=1)=[O:15].[NH4+].[Cl-]. Product: [OH:15][C@@H:14]([C@@H:16]1[N:20]([CH3:21])[C:19](=[O:22])[CH2:18][C@@H:17]1[C:23]1[CH:28]=[CH:27][CH:26]=[CH:25][CH:24]=1)[C:8]#[C:7][C:1]1[CH:6]=[CH:5][CH:4]=[CH:3][CH:2]=1. The catalyst class is: 1. (8) Reactant: O[CH2:2][CH:3]1[CH2:8][CH2:7][N:6]([C:9]([O:11][C:12]([CH3:15])([CH3:14])[CH3:13])=[O:10])[CH2:5][CH2:4]1.C1(P(C2C=CC=CC=2)C2C=CC=CC=2)C=CC=CC=1.N(C(OCC)=O)=NC(OCC)=O.[SH:47][C:48]1[CH:53]=[CH:52][CH:51]=[CH:50][N:49]=1. Product: [N:49]1[CH:50]=[CH:51][CH:52]=[CH:53][C:48]=1[S:47][CH2:2][CH:3]1[CH2:8][CH2:7][N:6]([C:9]([O:11][C:12]([CH3:15])([CH3:14])[CH3:13])=[O:10])[CH2:5][CH2:4]1. The catalyst class is: 48.